From a dataset of Full USPTO retrosynthesis dataset with 1.9M reactions from patents (1976-2016). Predict the reactants needed to synthesize the given product. (1) Given the product [CH3:1][O:2][C:3]1[CH:4]=[CH:5][C:6]([CH2:7][N:8]([CH2:40][C:41]2[CH:42]=[CH:43][C:44]([O:47][CH3:48])=[CH:45][CH:46]=2)[C:9]2[N:14]=[CH:13][C:12]([C:15]3[C:16]4[CH2:29][CH2:28][N:27]([C:30]5[CH:38]=[CH:37][C:33]([C:34]([NH:51][CH2:52][C:53]6[CH:54]=[N:55][CH:56]=[CH:57][CH:58]=6)=[O:36])=[CH:32][C:31]=5[F:39])[C:17]=4[N:18]=[C:19]([N:21]4[CH2:22][CH2:23][O:24][CH2:25][CH2:26]4)[N:20]=3)=[CH:11][N:10]=2)=[CH:49][CH:50]=1, predict the reactants needed to synthesize it. The reactants are: [CH3:1][O:2][C:3]1[CH:50]=[CH:49][C:6]([CH2:7][N:8]([CH2:40][C:41]2[CH:46]=[CH:45][C:44]([O:47][CH3:48])=[CH:43][CH:42]=2)[C:9]2[N:14]=[CH:13][C:12]([C:15]3[C:16]4[CH2:29][CH2:28][N:27]([C:30]5[CH:38]=[CH:37][C:33]([C:34]([OH:36])=O)=[CH:32][C:31]=5[F:39])[C:17]=4[N:18]=[C:19]([N:21]4[CH2:26][CH2:25][O:24][CH2:23][CH2:22]4)[N:20]=3)=[CH:11][N:10]=2)=[CH:5][CH:4]=1.[NH2:51][CH2:52][C:53]1[CH:54]=[N:55][CH:56]=[CH:57][CH:58]=1. (2) Given the product [Si:24]([O:14][C:11]1[CH:10]=[CH:9][C:8]([NH:1][C:2]2[CH:7]=[CH:6][CH:5]=[CH:4][CH:3]=2)=[CH:13][CH:12]=1)([C:20]([CH3:23])([CH3:22])[CH3:21])([CH3:26])[CH3:25], predict the reactants needed to synthesize it. The reactants are: [NH:1]([C:8]1[CH:13]=[CH:12][C:11]([OH:14])=[CH:10][CH:9]=1)[C:2]1[CH:7]=[CH:6][CH:5]=[CH:4][CH:3]=1.N1C=CN=C1.[C:20]([Si:24](Cl)([CH3:26])[CH3:25])([CH3:23])([CH3:22])[CH3:21].O. (3) The reactants are: [F:1][C:2]([F:26])([F:25])[C:3]1[CH:8]=[CH:7][C:6]([C:9]2[S:10][C:11]3[CH2:16][CH2:15][N:14](C(OC(C)(C)C)=O)[CH2:13][C:12]=3[N:24]=2)=[CH:5][CH:4]=1.[ClH:27].O1CCOCC1. Given the product [ClH:27].[F:26][C:2]([F:1])([F:25])[C:3]1[CH:8]=[CH:7][C:6]([C:9]2[S:10][C:11]3[CH2:16][CH2:15][NH:14][CH2:13][C:12]=3[N:24]=2)=[CH:5][CH:4]=1, predict the reactants needed to synthesize it.